From a dataset of Full USPTO retrosynthesis dataset with 1.9M reactions from patents (1976-2016). Predict the reactants needed to synthesize the given product. Given the product [Cl:7][C:8]1[CH:9]=[N:10][C:11]([C:14]2[CH:15]=[CH:16][C:17]([O:18][CH2:19][C@H:20]3[CH2:25][CH2:24][O:23][CH2:22][C@@H:21]3[NH:26][S:2]([CH3:1])(=[O:4])=[O:3])=[CH:27][CH:28]=2)=[N:12][CH:13]=1, predict the reactants needed to synthesize it. The reactants are: [CH3:1][S:2](Cl)(=[O:4])=[O:3].Cl.[Cl:7][C:8]1[CH:9]=[N:10][C:11]([C:14]2[CH:28]=[CH:27][C:17]([O:18][CH2:19][C@H:20]3[CH2:25][CH2:24][O:23][CH2:22][C@@H:21]3[NH2:26])=[CH:16][CH:15]=2)=[N:12][CH:13]=1.C(N(CC)CC)C.